Dataset: Full USPTO retrosynthesis dataset with 1.9M reactions from patents (1976-2016). Task: Predict the reactants needed to synthesize the given product. (1) Given the product [CH2:14]([O:16][C:17](=[O:27])[CH:18]=[CH:19][C:20]1[CH:21]=[CH:22][C:23]([N:26]2[CH2:11][C:6]3[C:5](=[CH:10][CH:9]=[CH:8][CH:7]=3)[C:4]2=[O:13])=[CH:24][CH:25]=1)[CH3:15], predict the reactants needed to synthesize it. The reactants are: C(O[C:4](=[O:13])[C:5]1[CH:10]=[CH:9][CH:8]=[CH:7][C:6]=1[CH2:11]Br)C.[CH2:14]([O:16][C:17](=[O:27])[CH:18]=[CH:19][C:20]1[CH:25]=[CH:24][C:23]([NH2:26])=[CH:22][CH:21]=1)[CH3:15].NC1C=CC=CC=1. (2) Given the product [CH3:26][O:27][C:28]1[CH:29]=[C:30]([C:34]2[C:35]([C:47]3[CH:48]=[CH:49][N:50]=[CH:51][CH:52]=3)=[N:36][N:37]3[C:42](=[O:43])[CH:41]=[CH:40][NH:39][C:38]=23)[CH:31]=[CH:32][CH:33]=1, predict the reactants needed to synthesize it. The reactants are: C1C=CC(C2C=CC=CC=2)=CC=1.C1C=CC(OC2C=CC=CC=2)=CC=1.[CH3:26][O:27][C:28]1[CH:29]=[C:30]([C:34]2[C:35]([C:47]3[CH:52]=[CH:51][N:50]=[CH:49][CH:48]=3)=[N:36][N:37]3[C:42](=[O:43])[C:41](C(O)=O)=[CH:40][NH:39][C:38]=23)[CH:31]=[CH:32][CH:33]=1. (3) Given the product [C:10]([C:6]1[C:7]([O:8][CH3:9])=[C:2]([C:38]2[CH:39]=[C:40]3[C:44](=[CH:45][CH:46]=2)[C:43](=[O:47])[CH2:42][CH2:41]3)[CH:3]=[C:4]([C:14]2[C:15]([O:25][C:26]([CH3:29])([CH3:27])[CH3:28])=[N:16][C:17]([O:20][C:21]([CH3:22])([CH3:23])[CH3:24])=[N:18][CH:19]=2)[CH:5]=1)([CH3:12])([CH3:13])[CH3:11], predict the reactants needed to synthesize it. The reactants are: Br[C:2]1[CH:3]=[C:4]([C:14]2[C:15]([O:25][C:26]([CH3:29])([CH3:28])[CH3:27])=[N:16][C:17]([O:20][C:21]([CH3:24])([CH3:23])[CH3:22])=[N:18][CH:19]=2)[CH:5]=[C:6]([C:10]([CH3:13])([CH3:12])[CH3:11])[C:7]=1[O:8][CH3:9].CC1(C)C(C)(C)OB([C:38]2[CH:39]=[C:40]3[C:44](=[CH:45][CH:46]=2)[C:43](=[O:47])[CH2:42][CH2:41]3)O1. (4) The reactants are: [OH:1][C:2]1[CH:7]=[CH:6][CH:5]=[CH:4][C:3]=1[C:8](=[O:10])[CH3:9].[OH-].[Na+]. Given the product [OH:1][C:2]1[CH:7]=[CH:6][CH:5]=[CH:4][C:3]=1[CH:8]([OH:10])[CH3:9], predict the reactants needed to synthesize it. (5) Given the product [Br:8][C:6]1[CH:5]=[CH:4][C:3]2[NH:9][C:10]([CH2:11][CH2:12][CH2:13][CH2:14][CH2:15][CH2:16][C:17]([O:19][CH3:20])=[O:18])=[N:1][C:2]=2[CH:7]=1, predict the reactants needed to synthesize it. The reactants are: [NH2:1][C:2]1[CH:7]=[C:6]([Br:8])[CH:5]=[CH:4][C:3]=1[NH:9][C:10](=O)[CH2:11][CH2:12][CH2:13][CH2:14][CH2:15][CH2:16][C:17]([O:19][CH3:20])=[O:18].C(O)(=O)C. (6) Given the product [CH3:1][C:2]1[CH:7]=[CH:6][C:5]([CH3:8])=[CH:4][C:3]=1[CH2:9][C:10]([O:12][CH2:18][CH3:19])=[O:11], predict the reactants needed to synthesize it. The reactants are: [CH3:1][C:2]1[CH:7]=[CH:6][C:5]([CH3:8])=[CH:4][C:3]=1[CH2:9][C:10]([OH:12])=[O:11].OS(O)(=O)=O.[CH3:18][CH2:19]O. (7) The reactants are: [O:1]=[CH:2][C:3]([O:5][CH3:6])=[O:4].[CH:7]1([Mg]Br)[CH2:9][CH2:8]1. Given the product [CH:7]1([CH:2]([OH:1])[C:3]([O:5][CH3:6])=[O:4])[CH2:9][CH2:8]1, predict the reactants needed to synthesize it.